This data is from Full USPTO retrosynthesis dataset with 1.9M reactions from patents (1976-2016). The task is: Predict the reactants needed to synthesize the given product. (1) Given the product [C:1]([O:5][C:6](=[O:7])[NH:8][CH2:9][CH:10]1[CH2:11][CH2:12][CH:13]([C:16]([N:65]2[CH2:64][C:63]3[CH:62]=[N:61][N:60]([CH3:66])[C:59]=3[NH:58][C:57]3[CH:67]=[C:53]([Cl:52])[CH:54]=[CH:55][C:56]2=3)=[O:18])[CH2:14][CH2:15]1)([CH3:2])([CH3:3])[CH3:4], predict the reactants needed to synthesize it. The reactants are: [C:1]([O:5][C:6]([NH:8][CH2:9][CH:10]1[CH2:15][CH2:14][CH:13]([C:16]([OH:18])=O)[CH2:12][CH2:11]1)=[O:7])([CH3:4])([CH3:3])[CH3:2].CCN(C(C)C)C(C)C.C1CN([P+](Br)(N2CCCC2)N2CCCC2)CC1.F[P-](F)(F)(F)(F)F.[Cl:52][C:53]1[CH:54]=[CH:55][C:56]2[NH:65][CH2:64][C:63]3[CH:62]=[N:61][N:60]([CH3:66])[C:59]=3[NH:58][C:57]=2[CH:67]=1. (2) Given the product [Br:13][C:10]1[CH:11]=[CH:12][C:7]([C:5]2[N:6]=[C:2]([NH:15][C:16]([CH3:20])([CH3:19])[CH2:17][OH:18])[S:3][CH:4]=2)=[C:8]([F:14])[CH:9]=1, predict the reactants needed to synthesize it. The reactants are: Br[C:2]1[S:3][CH:4]=[C:5]([C:7]2[CH:12]=[CH:11][C:10]([Br:13])=[CH:9][C:8]=2[F:14])[N:6]=1.[NH2:15][C:16]([CH3:20])([CH3:19])[CH2:17][OH:18]. (3) Given the product [Br:1][C:2]1[C:10]2[N:9]=[C:8]([CH3:11])[N:7]([CH2:12][C:13]3[CH:18]=[CH:17][CH:16]=[C:15]([C:19]([F:21])([F:20])[F:22])[C:14]=3[CH3:23])[C:6]=2[CH:5]=[C:4]([NH2:24])[CH:3]=1, predict the reactants needed to synthesize it. The reactants are: [Br:1][C:2]1[C:10]2[N:9]=[C:8]([CH3:11])[N:7]([CH2:12][C:13]3[CH:18]=[CH:17][CH:16]=[C:15]([C:19]([F:22])([F:21])[F:20])[C:14]=3[CH3:23])[C:6]=2[CH:5]=[C:4]([N+:24]([O-])=O)[CH:3]=1.Cl.Cl[Sn]Cl.